From a dataset of Reaction yield outcomes from USPTO patents with 853,638 reactions. Predict the reaction yield, written as a fraction of the theoretical maximum amount of product (1.0 means a 100% yield; for example, 0.34 means a 34% yield). (1) The reactants are [CH2:1]([O:3][C:4](=[O:27])[CH2:5][C:6]1[CH:11]=[C:10]([O:12][CH2:13][C:14]([F:17])([F:16])[F:15])[C:9]([N+:18]([O-])=O)=[C:8]([O:21][CH2:22][C:23]([F:26])([F:25])[F:24])[CH:7]=1)[CH3:2]. The catalyst is CCO.[Pd]. The product is [CH2:1]([O:3][C:4](=[O:27])[CH2:5][C:6]1[CH:7]=[C:8]([O:21][CH2:22][C:23]([F:25])([F:24])[F:26])[C:9]([NH2:18])=[C:10]([O:12][CH2:13][C:14]([F:16])([F:17])[F:15])[CH:11]=1)[CH3:2]. The yield is 0.900. (2) The reactants are [C:1]1([CH3:26])[CH:6]=[CH:5][C:4]([S:7]([CH:10]([C:14]2[CH:19]=[C:18]([O:20][CH3:21])[C:17]([O:22][CH3:23])=[C:16]([O:24][CH3:25])[CH:15]=2)[NH:11][CH:12]=O)(=[O:9])=[O:8])=[CH:3][CH:2]=1.P(Cl)(Cl)(Cl)=O.C(N(CC)CC)C. The catalyst is C(COC)OC. The product is [CH3:21][O:20][C:18]1[CH:19]=[C:14]([CH:10]([N+:11]#[C-:12])[S:7]([C:4]2[CH:3]=[CH:2][C:1]([CH3:26])=[CH:6][CH:5]=2)(=[O:8])=[O:9])[CH:15]=[C:16]([O:24][CH3:25])[C:17]=1[O:22][CH3:23]. The yield is 0.755. (3) The reactants are [Br:1][C:2]1[CH:3]=[C:4]2[C:9](=[CH:10][CH:11]=1)[N:8]=[C:7]([O:12][CH3:13])[C:6]1[C:14](=O)[C:15]3[C:20]([C:5]2=1)=[CH:19][CH:18]=[CH:17][CH:16]=3.O.NN.O. The catalyst is C(O)CO. The product is [Br:1][C:2]1[CH:3]=[C:4]2[C:9](=[CH:10][CH:11]=1)[N:8]=[C:7]([O:12][CH3:13])[C:6]1[CH2:14][C:15]3[C:20]([C:5]2=1)=[CH:19][CH:18]=[CH:17][CH:16]=3. The yield is 0.790.